This data is from Peptide-MHC class I binding affinity with 185,985 pairs from IEDB/IMGT. The task is: Regression. Given a peptide amino acid sequence and an MHC pseudo amino acid sequence, predict their binding affinity value. This is MHC class I binding data. The peptide sequence is TLNTLITLIL. The MHC is HLA-A68:02 with pseudo-sequence HLA-A68:02. The binding affinity (normalized) is 0.349.